From a dataset of NCI-60 drug combinations with 297,098 pairs across 59 cell lines. Regression. Given two drug SMILES strings and cell line genomic features, predict the synergy score measuring deviation from expected non-interaction effect. (1) Drug 1: COC1=C(C=C2C(=C1)N=CN=C2NC3=CC(=C(C=C3)F)Cl)OCCCN4CCOCC4. Drug 2: CC12CCC3C(C1CCC2OP(=O)(O)O)CCC4=C3C=CC(=C4)OC(=O)N(CCCl)CCCl.[Na+]. Cell line: NCI-H522. Synergy scores: CSS=28.0, Synergy_ZIP=-9.01, Synergy_Bliss=-14.6, Synergy_Loewe=-21.2, Synergy_HSA=-10.1. (2) Drug 1: CC1CCC2CC(C(=CC=CC=CC(CC(C(=O)C(C(C(=CC(C(=O)CC(OC(=O)C3CCCCN3C(=O)C(=O)C1(O2)O)C(C)CC4CCC(C(C4)OC)O)C)C)O)OC)C)C)C)OC. Drug 2: C1C(C(OC1N2C=NC3=C2NC=NCC3O)CO)O. Cell line: 786-0. Synergy scores: CSS=18.7, Synergy_ZIP=-4.62, Synergy_Bliss=4.57, Synergy_Loewe=-12.4, Synergy_HSA=2.78. (3) Drug 1: CCN(CC)CCNC(=O)C1=C(NC(=C1C)C=C2C3=C(C=CC(=C3)F)NC2=O)C. Drug 2: CC(C)CN1C=NC2=C1C3=CC=CC=C3N=C2N. Cell line: NCI-H460. Synergy scores: CSS=-0.715, Synergy_ZIP=1.39, Synergy_Bliss=0.269, Synergy_Loewe=-0.646, Synergy_HSA=-2.45. (4) Drug 1: C1=C(C(=O)NC(=O)N1)N(CCCl)CCCl. Drug 2: C(CN)CNCCSP(=O)(O)O. Cell line: SR. Synergy scores: CSS=58.8, Synergy_ZIP=0.890, Synergy_Bliss=-2.79, Synergy_Loewe=-5.00, Synergy_HSA=-1.84. (5) Drug 1: CS(=O)(=O)C1=CC(=C(C=C1)C(=O)NC2=CC(=C(C=C2)Cl)C3=CC=CC=N3)Cl. Drug 2: COC1=NC(=NC2=C1N=CN2C3C(C(C(O3)CO)O)O)N. Cell line: NCI-H226. Synergy scores: CSS=14.1, Synergy_ZIP=-1.48, Synergy_Bliss=5.82, Synergy_Loewe=-0.860, Synergy_HSA=4.42. (6) Drug 1: C1C(C(OC1N2C=NC3=C(N=C(N=C32)Cl)N)CO)O. Drug 2: C1=NC2=C(N1)C(=S)N=CN2. Cell line: PC-3. Synergy scores: CSS=20.8, Synergy_ZIP=-8.03, Synergy_Bliss=-0.779, Synergy_Loewe=-5.61, Synergy_HSA=-0.0535.